This data is from Catalyst prediction with 721,799 reactions and 888 catalyst types from USPTO. The task is: Predict which catalyst facilitates the given reaction. (1) Reactant: Cl[C:2]1[CH:7]=[C:6]([C:8]2[CH:13]=[CH:12][CH:11]=[C:10]([CH3:14])[C:9]=2[CH3:15])[N:5]=[C:4]([NH2:16])[N:3]=1.Cl.[Cl:18][C:19]1[CH:24]=[CH:23][C:22]([C:25]2([CH2:28][NH2:29])[CH2:27][CH2:26]2)=[CH:21][CH:20]=1.CCN(C(C)C)C(C)C. The catalyst class is: 51. Product: [Cl:18][C:19]1[CH:20]=[CH:21][C:22]([C:25]2([CH2:28][NH:29][C:2]3[CH:7]=[C:6]([C:8]4[CH:13]=[CH:12][CH:11]=[C:10]([CH3:14])[C:9]=4[CH3:15])[N:5]=[C:4]([NH2:16])[N:3]=3)[CH2:26][CH2:27]2)=[CH:23][CH:24]=1. (2) Reactant: [CH2:1]([O:8][C:9]1[CH:17]=[CH:16][C:12]([C:13](=[S:15])[NH2:14])=[CH:11][CH:10]=1)[CH2:2][CH2:3][CH2:4][CH2:5][CH2:6][CH3:7].Br[CH2:19][C:20]([C:22]1[CH:27]=[CH:26][C:25]([Br:28])=[CH:24][CH:23]=1)=O. Product: [Br:28][C:25]1[CH:26]=[CH:27][C:22]([C:20]2[N:14]=[C:13]([C:12]3[CH:16]=[CH:17][C:9]([O:8][CH2:1][CH2:2][CH2:3][CH2:4][CH2:5][CH2:6][CH3:7])=[CH:10][CH:11]=3)[S:15][CH:19]=2)=[CH:23][CH:24]=1. The catalyst class is: 32.